This data is from Catalyst prediction with 721,799 reactions and 888 catalyst types from USPTO. The task is: Predict which catalyst facilitates the given reaction. (1) Reactant: [Cl:1][C:2]1[CH:15]=[C:14]([F:16])[C:13]([N:17]2[C:22](=[O:23])[CH:21]=[C:20]([C:24]([F:27])([F:26])[F:25])[N:19]([CH3:28])[C:18]2=[O:29])=[CH:12][C:3]=1[O:4][C:5]1[CH:10]=[CH:9][CH:8]=[CH:7][C:6]=1[OH:11].C(=O)([O-])[O-].[K+].[K+].Cl[CH2:37][C:38]([O:40][C:41]([CH3:44])([CH3:43])[CH3:42])=[O:39].[Cl-].[Na+]. Product: [Cl:1][C:2]1[CH:15]=[C:14]([F:16])[C:13]([N:17]2[C:22](=[O:23])[CH:21]=[C:20]([C:24]([F:25])([F:26])[F:27])[N:19]([CH3:28])[C:18]2=[O:29])=[CH:12][C:3]=1[O:4][C:5]1[CH:10]=[CH:9][CH:8]=[CH:7][C:6]=1[O:11][CH2:37][C:38]([O:40][C:41]([CH3:44])([CH3:43])[CH3:42])=[O:39]. The catalyst class is: 42. (2) Reactant: [C:1]([NH:5][C:6]1[C:7](F)=[N:8][C:9]2[C:14]([N:15]=1)=[C:13]([C:16]1[NH:24][C:23]3[CH2:22][CH2:21][NH:20][C:19](=[O:25])[C:18]=3[CH:17]=1)[CH:12]=[CH:11][CH:10]=2)([CH3:4])([CH3:3])[CH3:2].Cl.CN.C[CH2:31][N:32](C(C)C)C(C)C. Product: [C:1]([NH:5][C:6]1[C:7]([NH:32][CH3:31])=[N:8][C:9]2[C:14]([N:15]=1)=[C:13]([C:16]1[NH:24][C:23]3[CH2:22][CH2:21][NH:20][C:19](=[O:25])[C:18]=3[CH:17]=1)[CH:12]=[CH:11][CH:10]=2)([CH3:4])([CH3:3])[CH3:2]. The catalyst class is: 549.